Dataset: Full USPTO retrosynthesis dataset with 1.9M reactions from patents (1976-2016). Task: Predict the reactants needed to synthesize the given product. (1) Given the product [ClH:38].[O:16]=[C:15]1[N:11]([C:7]2[CH:6]=[C:5]([CH2:4][NH:3][C:30](=[O:37])[C:31]3[CH:36]=[CH:35][CH:34]=[CH:33][CH:32]=3)[CH:10]=[CH:9][N:8]=2)[NH:12][CH:13]=[C:14]1[C:17]1[CH:18]=[N:19][CH:20]=[CH:21][CH:22]=1, predict the reactants needed to synthesize it. The reactants are: Cl.Cl.[NH2:3][CH2:4][C:5]1[CH:10]=[CH:9][N:8]=[C:7]([N:11]2[C:15](=[O:16])[C:14]([C:17]3[CH:18]=[N:19][CH:20]=[CH:21][CH:22]=3)=[CH:13][NH:12]2)[CH:6]=1.C(N(CC)CC)C.[C:30]([Cl:38])(=[O:37])[C:31]1[CH:36]=[CH:35][CH:34]=[CH:33][CH:32]=1. (2) Given the product [CH2:28]([O:27][C:23](=[O:26])[CH2:24][CH2:25][N:16]1[CH:17]=[C:13]([C:7]2[CH:8]=[CH:9][CH:10]=[CH:11][CH:12]=2)[CH:14]=[C:15]1[C:18]([O:20][CH2:21][CH3:22])=[O:19])[CH3:29], predict the reactants needed to synthesize it. The reactants are: CC(C)([O-])C.[K+].[C:7]1([C:13]2[CH:14]=[C:15]([C:18]([O:20][CH2:21][CH3:22])=[O:19])[NH:16][CH:17]=2)[CH:12]=[CH:11][CH:10]=[CH:9][CH:8]=1.[C:23]([O:27][CH2:28][CH3:29])(=[O:26])[CH:24]=[CH2:25]. (3) Given the product [F:1][C:2]([F:7])([F:6])[C:3]([OH:5])=[O:4].[Cl:15][C:16]1[C:21]([F:22])=[CH:20][CH:19]=[C:18]([Cl:23])[C:17]=1[CH:24]([O:26][C:27]1[CH:54]=[CH:53][C:30]2[N:31]=[C:32]([NH:34][C:35]([NH:37][CH2:38][CH2:39][N:40]3[CH2:45][CH2:44][NH:43][CH2:42][CH2:41]3)=[O:36])[S:33][C:29]=2[CH:28]=1)[CH3:25], predict the reactants needed to synthesize it. The reactants are: [F:1][C:2]([F:7])([F:6])[C:3]([OH:5])=[O:4].FC(F)(F)C(O)=O.[Cl:15][C:16]1[C:21]([F:22])=[CH:20][CH:19]=[C:18]([Cl:23])[C:17]=1[CH:24]([O:26][C:27]1[CH:54]=[CH:53][C:30]2[N:31]=[C:32]([NH:34][C:35]([NH:37][CH2:38][CH2:39][N:40]3[CH2:45][CH2:44][N:43](C(OC(C)(C)C)=O)[CH2:42][CH2:41]3)=[O:36])[S:33][C:29]=2[CH:28]=1)[CH3:25].[OH-].[Na+]. (4) Given the product [CH:1]([C:3]1[CH:11]=[C:10]2[C:6]([CH:7]=[CH:8][N:9]2[C:17]2[CH:18]=[CH:19][C:20]([O:21][CH3:22])=[C:15]([F:14])[CH:16]=2)=[C:5]([O:12][CH3:13])[CH:4]=1)=[CH2:2], predict the reactants needed to synthesize it. The reactants are: [CH:1]([C:3]1[CH:11]=[C:10]2[C:6]([CH:7]=[CH:8][NH:9]2)=[C:5]([O:12][CH3:13])[CH:4]=1)=[CH2:2].[F:14][C:15]1[CH:16]=[C:17](B(O)O)[CH:18]=[CH:19][C:20]=1[O:21][CH3:22].C(N(CC)CC)C. (5) Given the product [Br:13][C:8]1[CH:9]=[C:4]([N+:1]([O-:3])=[O:2])[CH:5]=[CH:6][C:7]=1[CH:10]([CH3:12])[CH3:11], predict the reactants needed to synthesize it. The reactants are: [N+:1]([C:4]1[CH:9]=[CH:8][C:7]([CH:10]([CH3:12])[CH3:11])=[CH:6][CH:5]=1)([O-:3])=[O:2].[Br:13]Br.S([O-])(O)=O.[Na+]. (6) The reactants are: [CH3:1][C:2]1[C:3]([OH:10])=[CH:4][C:5]([OH:9])=[N:6][C:7]=1[CH3:8].[N+:11]([O-])([OH:13])=[O:12]. Given the product [CH3:1][C:2]1[C:3]([OH:10])=[C:4]([N+:11]([O-:13])=[O:12])[C:5]([OH:9])=[N:6][C:7]=1[CH3:8], predict the reactants needed to synthesize it. (7) Given the product [C:19]([NH:1][CH2:2][C@@H:3]1[O:7][C:6](=[O:8])[N:5]([C:9]2[CH:14]=[CH:13][C:12]([S:15]([CH3:17])=[O:16])=[C:11]([F:18])[CH:10]=2)[CH2:4]1)(=[S:21])[CH3:20], predict the reactants needed to synthesize it. The reactants are: [NH2:1][CH2:2][C@@H:3]1[O:7][C:6](=[O:8])[N:5]([C:9]2[CH:14]=[CH:13][C:12]([S:15]([CH3:17])=[O:16])=[C:11]([F:18])[CH:10]=2)[CH2:4]1.[C:19](SCC)(=[S:21])[CH3:20]. (8) Given the product [CH3:1][O:2][C:3]1[CH:12]=[C:11]2[C:6]([N:7]([CH3:15])[C:8](=[O:14])[CH:9]3[CH2:13][CH:10]32)=[CH:5][C:4]=1[CH:28]=[O:29], predict the reactants needed to synthesize it. The reactants are: [CH3:1][O:2][C:3]1[CH:12]=[C:11]2[C:6]([N:7]([CH3:15])[C:8](=[O:14])[CH:9]3[CH2:13][CH:10]32)=[CH:5][CH:4]=1.C1N2CN3CN(C2)CN1C3.FC(F)(F)[C:28](O)=[O:29]. (9) The reactants are: [CH3:1][C@@:2]([OH:34])([C:30]([CH3:33])([CH3:32])[CH3:31])[C@@H:3]1[C@:8]2([O:28][CH3:29])[C@@H:9]3[O:23][C:18]4=[C:19]([OH:22])[CH:20]=[CH:21][C:16]5=[C:17]4[C@:10]43[CH2:11][CH2:12][N:13]([CH2:24][CH:25]3[CH2:27][CH2:26]3)[C@H:14]([CH2:15]5)[C@@:5]4([CH2:6][CH2:7]2)[CH2:4]1.[C:35]([OH:52])(=[O:51])[CH2:36][CH2:37][CH2:38][CH2:39][CH2:40][CH2:41][CH2:42][CH2:43][CH2:44][CH2:45][CH2:46][CH2:47][CH2:48][CH2:49][CH3:50]. Given the product [CH3:1][C@@:2]([OH:34])([C:30]([CH3:33])([CH3:32])[CH3:31])[C@@H:3]1[C@:8]2([O:28][CH3:29])[C@@H:9]3[O:23][C:18]4=[C:19]([OH:22])[CH:20]=[CH:21][C:16]5=[C:17]4[C@:10]43[CH2:11][CH2:12][N:13]([CH2:24][CH:25]3[CH2:26][CH2:27]3)[C@H:14]([CH2:15]5)[C@@:5]4([CH2:6][CH2:7]2)[CH2:4]1.[C:35]([O-:52])(=[O:51])[CH2:36][CH2:37][CH2:38][CH2:39][CH2:40][CH2:41][CH2:42][CH2:43][CH2:44][CH2:45][CH2:46][CH2:47][CH2:48][CH2:49][CH3:50], predict the reactants needed to synthesize it.